From a dataset of Reaction yield outcomes from USPTO patents with 853,638 reactions. Predict the reaction yield, written as a fraction of the theoretical maximum amount of product (1.0 means a 100% yield; for example, 0.34 means a 34% yield). (1) The reactants are Br[C:2]1[CH:3]=[N:4][C:5]2[C:10]([CH:11]=1)=[CH:9][C:8]([CH2:12][C:13]1[N:17]3[N:18]=[C:19]([CH3:22])[CH:20]=[CH:21][C:16]3=[N:15][N:14]=1)=[CH:7][CH:6]=2.CC1(C)C(C)(C)OB([C:31]2[CH:32]=[N:33][N:34]([CH2:36][O:37][CH2:38][CH2:39][Si:40]([CH3:43])([CH3:42])[CH3:41])[CH:35]=2)O1.C([O-])([O-])=O.[K+].[K+].O1CCOCC1. The catalyst is C1C=CC([PH+]([C]2[CH][CH][CH][CH]2)C2C=CC=CC=2)=CC=1.C1C=CC([PH+]([C]2[CH][CH][CH][CH]2)C2C=CC=CC=2)=CC=1.C(Cl)Cl.Cl[Pd]Cl.[Fe].O.ClCCl. The product is [CH3:22][C:19]1[CH:20]=[CH:21][C:16]2[N:17]([C:13]([CH2:12][C:8]3[CH:9]=[C:10]4[C:5](=[CH:6][CH:7]=3)[N:4]=[CH:3][C:2]([C:31]3[CH:32]=[N:33][N:34]([CH2:36][O:37][CH2:38][CH2:39][Si:40]([CH3:43])([CH3:42])[CH3:41])[CH:35]=3)=[CH:11]4)=[N:14][N:15]=2)[N:18]=1. The yield is 0.800. (2) The product is [CH:16]1([C:19]2[N:20]=[CH:21][C:22]([CH2:2][C:3]3[CH:12]=[C:11]4[C:6]([C:7]([C:46]5[CH:45]=[N:44][N:43]([CH3:42])[CH:47]=5)=[CH:8][C:9]([C:13]#[N:14])=[N:10]4)=[CH:5][CH:4]=3)=[CH:23][N:24]=2)[CH2:17][CH2:18]1. The yield is 0.770. The catalyst is O1CCOCC1.O.C1C=CC(P(C2C=CC=CC=2)[C-]2C=CC=C2)=CC=1.C1C=CC(P(C2C=CC=CC=2)[C-]2C=CC=C2)=CC=1.Cl[Pd]Cl.[Fe+2].C(Cl)Cl. The reactants are Br[CH2:2][C:3]1[CH:12]=[C:11]2[C:6]([C:7](Cl)=[CH:8][C:9]([C:13]#[N:14])=[N:10]2)=[CH:5][CH:4]=1.[CH:16]1([C:19]2[N:24]=[CH:23][C:22](B3OC(C)(C)C(C)(C)O3)=[CH:21][N:20]=2)[CH2:18][CH2:17]1.[O-]P([O-])([O-])=O.[K+].[K+].[K+].[CH3:42][N:43]1[CH:47]=[C:46](B2OC(C)(C)C(C)(C)O2)[CH:45]=[N:44]1. (3) The reactants are [NH2:1][CH2:2][C:3]1[CH:7]=[N:6][N:5]([CH2:8][C@@H:9]2[C@H:12]([NH:13][C:14](=[O:30])/[C:15](=[N:22]\[O:23][C:24]([CH3:29])([CH3:28])[C:25]([OH:27])=[O:26])/[C:16]3[N:17]=[C:18]([NH2:21])[S:19][CH:20]=3)[C:11](=[O:31])[N:10]2[S:32]([OH:35])(=[O:34])=[O:33])[N:4]=1.Cl.C([C:39]([NH2:41])=O)C.CCN(C(C)C)C(C)C. The catalyst is CN(C=O)C. The product is [NH2:21][C:18]1[S:19][CH:20]=[C:16](/[C:15](=[N:22]/[O:23][C:24]([CH3:29])([CH3:28])[C:25]([OH:27])=[O:26])/[C:14]([NH:13][C@@H:12]2[C:11](=[O:31])[N:10]([S:32]([OH:35])(=[O:34])=[O:33])[C@@H:9]2[CH2:8][N:5]2[N:4]=[C:3]([CH2:2][NH:1][CH:39]=[NH:41])[CH:7]=[N:6]2)=[O:30])[N:17]=1. The yield is 0.180. (4) The product is [Br:12][CH2:9][C:3]1[CH:4]=[C:5]([F:8])[CH:6]=[CH:7][C:2]=1[F:1]. The yield is 0.500. The catalyst is ClCCl. The reactants are [F:1][C:2]1[CH:7]=[CH:6][C:5]([F:8])=[CH:4][C:3]=1[CH2:9]O.P(Br)(Br)[Br:12].C(=O)(O)[O-].[Na+]. (5) The reactants are Cl.[CH2:2]1[C@H:6]2[CH2:7][CH2:8][NH:9][CH2:10][CH2:11][C@H:5]2[CH2:4][N:3]1[C:12]([O:14][C:15]([CH3:18])([CH3:17])[CH3:16])=[O:13].CN1CCOCC1.[F:26][C:27]([F:41])([F:40])[O:28][C:29]1[CH:34]=[CH:33][C:32](/[CH:35]=[CH:36]/[C:37](O)=[O:38])=[CH:31][CH:30]=1.F[P-](F)(F)(F)(F)F.N1(OC(N(C)C)=[N+](C)C)C2N=CC=CC=2N=N1. The catalyst is CN(C)C=O. The product is [F:26][C:27]([F:40])([F:41])[O:28][C:29]1[CH:30]=[CH:31][C:32](/[CH:35]=[CH:36]/[C:37]([N:9]2[CH2:8][CH2:7][C@H:6]3[CH2:2][N:3]([C:12]([O:14][C:15]([CH3:18])([CH3:17])[CH3:16])=[O:13])[CH2:4][C@H:5]3[CH2:11][CH2:10]2)=[O:38])=[CH:33][CH:34]=1. The yield is 0.890. (6) The reactants are [CH:1]1([S:4](Cl)(=[O:6])=[O:5])[CH2:3][CH2:2]1.N1C=CC=CC=1.[CH3:14][CH2:15][CH2:16][CH2:17][OH:18]. No catalyst specified. The product is [CH:1]1([S:4]([O:18][CH2:17][CH2:16][CH2:15][CH3:14])(=[O:6])=[O:5])[CH2:3][CH2:2]1. The yield is 0.740. (7) The reactants are Cl[C:2]1[N:7]=[C:6]([NH:8][C:9]2[CH:18]=[CH:17][C:12]3[NH:13][C:14](=[O:16])[NH:15][C:11]=3[CH:10]=2)[C:5]([F:19])=[CH:4][N:3]=1.[CH3:20][N:21]1[CH2:26][CH2:25][N:24]([C:27]2[N:32]=[CH:31][C:30]([NH2:33])=[CH:29][CH:28]=2)[CH2:23][CH2:22]1.C(O)(C(F)(F)F)=O. The catalyst is CC(O)C. The product is [NH:13]1[C:12]2[CH:17]=[CH:18][C:9]([NH:8][C:6]3[C:5]([F:19])=[CH:4][N:3]=[C:2]([NH:33][C:30]4[CH:29]=[CH:28][C:27]([N:24]5[CH2:25][CH2:26][N:21]([CH3:20])[CH2:22][CH2:23]5)=[N:32][CH:31]=4)[N:7]=3)=[CH:10][C:11]=2[NH:15][C:14]1=[O:16]. The yield is 0.600.